From a dataset of Catalyst prediction with 721,799 reactions and 888 catalyst types from USPTO. Predict which catalyst facilitates the given reaction. (1) Reactant: [F:1][C:2]1[N:6]([CH3:7])[N:5]=[C:4]([CH3:8])[C:3]=1[C:9]([NH:11][C:12]1[CH:17]=[CH:16][CH:15]=[CH:14][C:13]=1[C:18]([OH:24])([CH3:23])[CH2:19][CH:20]([CH3:22])[CH3:21])=O.C1(C)C=CC(S(O)(=O)=O)=CC=1.O. Product: [F:1][C:2]1[N:6]([CH3:7])[N:5]=[C:4]([CH3:8])[C:3]=1[C:9]1[O:24][C:18]([CH2:19][CH:20]([CH3:21])[CH3:22])([CH3:23])[C:13]2[CH:14]=[CH:15][CH:16]=[CH:17][C:12]=2[N:11]=1. The catalyst class is: 11. (2) Reactant: [CH3:1][N:2]([CH3:51])[CH2:3][C:4]([N:6]1[C:15]2[C:10](=[CH:11][C:12]([O:49][CH3:50])=[C:13]([NH:16][C:17]3[N:18]=[C:19]([NH:37][C:38]4[CH:47]=[CH:46][CH:45]=[C:44]([F:48])[C:39]=4[C:40]([NH:42][CH3:43])=[O:41])[C:20]4[C:25]([CH3:26])=[CH:24][N:23](S(C5C=CC(C)=CC=5)(=O)=O)[C:21]=4[N:22]=3)[CH:14]=2)[CH2:9][CH2:8][CH2:7]1)=[O:5].[OH-].[Na+]. Product: [CH3:51][N:2]([CH3:1])[CH2:3][C:4]([N:6]1[C:15]2[C:10](=[CH:11][C:12]([O:49][CH3:50])=[C:13]([NH:16][C:17]3[NH:22][C:21]4=[N:23][CH:24]=[C:25]([CH3:26])[C:20]4=[C:19]([NH:37][C:38]4[CH:47]=[CH:46][CH:45]=[C:44]([F:48])[C:39]=4[C:40]([NH:42][CH3:43])=[O:41])[N:18]=3)[CH:14]=2)[CH2:9][CH2:8][CH2:7]1)=[O:5]. The catalyst class is: 225. (3) Reactant: [OH:1][C:2]1[CH:7]=[CH:6][C:5]([CH2:8][NH:9][C:10](=[O:18])[C:11]2[CH:16]=[CH:15][CH:14]=[N:13][C:12]=2[NH2:17])=[CH:4][CH:3]=1.Br[CH2:20][CH:21]=[CH2:22].C(=O)([O-])[O-].[Cs+].[Cs+].CN(C=O)C. Product: [CH2:22]([O:1][C:2]1[CH:3]=[CH:4][C:5]([CH2:8][NH:9][C:10](=[O:18])[C:11]2[CH:16]=[CH:15][CH:14]=[N:13][C:12]=2[NH2:17])=[CH:6][CH:7]=1)[CH:21]=[CH2:20]. The catalyst class is: 6. (4) Reactant: [N:1]1[CH:6]=[CH:5][CH:4]=[CH:3][C:2]=1[S:7]([O:10][C:11]1[C:19]([O:20][CH3:21])=[CH:18][C:17]([C:22]2[N:23]([C:33]([O:35][C:36]([CH3:39])([CH3:38])[CH3:37])=[O:34])[C:24]3[C:29]([CH:30]=2)=[CH:28][C:27]([CH:31]=O)=[CH:26][CH:25]=3)=[C:16]2[C:12]=1[CH2:13][NH:14][C:15]2=[O:40])(=[O:9])=[O:8].[NH:41]1[CH2:46][CH2:45][CH2:44][CH2:43][CH2:42]1.C(O)(=O)C.C(O[BH-](OC(=O)C)OC(=O)C)(=O)C.[Na+]. Product: [N:1]1[CH:6]=[CH:5][CH:4]=[CH:3][C:2]=1[S:7]([O:10][C:11]1[C:19]([O:20][CH3:21])=[CH:18][C:17]([C:22]2[N:23]([C:33]([O:35][C:36]([CH3:37])([CH3:38])[CH3:39])=[O:34])[C:24]3[C:29]([CH:30]=2)=[CH:28][C:27]([CH2:31][N:41]2[CH2:46][CH2:45][CH2:44][CH2:43][CH2:42]2)=[CH:26][CH:25]=3)=[C:16]2[C:12]=1[CH2:13][NH:14][C:15]2=[O:40])(=[O:8])=[O:9]. The catalyst class is: 10. (5) Reactant: [C:1]([CH:3]=[C:4]1[CH2:7][C:6]([C:14]([O:16][CH:17]([CH3:19])[CH3:18])=[O:15])([C:8]([O:10][CH:11]([CH3:13])[CH3:12])=[O:9])[CH2:5]1)#[N:2].[NH:20]1[CH:24]=[C:23]([C:25]2[C:26]3[CH:33]=[CH:32][N:31]([CH2:34][O:35][CH2:36][CH2:37][Si:38]([CH3:41])([CH3:40])[CH3:39])[C:27]=3[N:28]=[CH:29][N:30]=2)[CH:22]=[N:21]1.N12CCCN=C1CCCCC2. Product: [C:1]([CH2:3][C:4]1([N:20]2[CH:24]=[C:23]([C:25]3[C:26]4[CH:33]=[CH:32][N:31]([CH2:34][O:35][CH2:36][CH2:37][Si:38]([CH3:41])([CH3:40])[CH3:39])[C:27]=4[N:28]=[CH:29][N:30]=3)[CH:22]=[N:21]2)[CH2:5][C:6]([C:8]([O:10][CH:11]([CH3:12])[CH3:13])=[O:9])([C:14]([O:16][CH:17]([CH3:19])[CH3:18])=[O:15])[CH2:7]1)#[N:2]. The catalyst class is: 10. (6) The catalyst class is: 3. Reactant: [C:1]([O:5][C:6]([N:8]1[CH:12]=[C:11]([C:13]2[CH:18]=[CH:17][C:16]([N:19]3[CH2:24][CH2:23][N:22]([C:25]([O:27][C:28]([CH3:31])([CH3:30])[CH3:29])=[O:26])[CH2:21][CH2:20]3)=[CH:15][CH:14]=2)[C:10]([NH:32][C@H:33]([C:38]([OH:40])=O)[CH2:34][CH:35]([CH3:37])[CH3:36])=[N:9]1)=[O:7])([CH3:4])([CH3:3])[CH3:2].C1CN([P+](O[N:58]2N=[N:65][C:60]3C=CC=C[C:59]2=3)(N2CCCC2)N2CCCC2)CC1.F[P-](F)(F)(F)(F)F.Cl.NCC#N.C(N(CC)CC)C.C([O-])(O)=O.[Na+]. Product: [C:59]([CH2:60][NH:65][C:38](=[O:40])[C@H:33]([CH2:34][CH:35]([CH3:36])[CH3:37])[NH:32][C:10]1[C:11]([C:13]2[CH:18]=[CH:17][C:16]([N:19]3[CH2:24][CH2:23][N:22]([C:25]([O:27][C:28]([CH3:31])([CH3:29])[CH3:30])=[O:26])[CH2:21][CH2:20]3)=[CH:15][CH:14]=2)=[CH:12][N:8]([C:6]([O:5][C:1]([CH3:4])([CH3:3])[CH3:2])=[O:7])[N:9]=1)#[N:58]. (7) Reactant: [NH2:1][CH:2]1[CH2:7][CH2:6][N:5]([C:8]([O:10][C:11]([CH3:14])([CH3:13])[CH3:12])=[O:9])[CH2:4][CH2:3]1.[Cl:15][C:16]1[N:21]=[C:20](Cl)[C:19]([N+:23]([O-:25])=[O:24])=[CH:18][N:17]=1.CCN(C(C)C)C(C)C. Product: [Cl:15][C:16]1[N:21]=[C:20]([NH:1][CH:2]2[CH2:3][CH2:4][N:5]([C:8]([O:10][C:11]([CH3:14])([CH3:13])[CH3:12])=[O:9])[CH2:6][CH2:7]2)[C:19]([N+:23]([O-:25])=[O:24])=[CH:18][N:17]=1. The catalyst class is: 25. (8) Reactant: [C:1]([N:8]1[CH2:12][CH2:11][C@@H:10]([OH:13])[CH2:9]1)([O:3][C:4]([CH3:7])([CH3:6])[CH3:5])=[O:2].[CH:14]([Li])([CH2:16]C)[CH3:15].COS(OC)(=O)=O. Product: [C:1]([N:8]1[CH2:9][C@H:10]([OH:13])[CH2:11][C@@H:12]1[CH2:16][CH:14]=[CH2:15])([O:3][C:4]([CH3:7])([CH3:6])[CH3:5])=[O:2]. The catalyst class is: 280.